From a dataset of Full USPTO retrosynthesis dataset with 1.9M reactions from patents (1976-2016). Predict the reactants needed to synthesize the given product. Given the product [ClH:44].[ClH:44].[CH3:1][NH:2][CH2:10][C:11]1[CH:15]=[C:14]([C:16]2[CH:21]=[CH:20][CH:19]=[CH:18][C:17]=2[CH3:22])[N:13]([S:23]([C:26]2[CH:27]=[N:28][CH:29]=[CH:30][CH:31]=2)(=[O:25])=[O:24])[CH:12]=1, predict the reactants needed to synthesize it. The reactants are: [CH3:1][N:2]([CH2:10][C:11]1[CH:15]=[C:14]([C:16]2[CH:21]=[CH:20][CH:19]=[CH:18][C:17]=2[CH3:22])[N:13]([S:23]([C:26]2[CH:27]=[N:28][CH:29]=[CH:30][CH:31]=2)(=[O:25])=[O:24])[CH:12]=1)C(=O)OC(C)(C)C.FC(F)(F)C(O)=O.C(=O)([O-])O.[Na+].[Cl:44]CCl.